This data is from Reaction yield outcomes from USPTO patents with 853,638 reactions. The task is: Predict the reaction yield, written as a fraction of the theoretical maximum amount of product (1.0 means a 100% yield; for example, 0.34 means a 34% yield). (1) The reactants are [H-].[Na+].Cl[C:4]1[N:5]([CH2:12][C@:13]([OH:20])([CH3:19])[CH2:14][O:15][CH2:16][O:17][CH3:18])[CH:6]=[C:7]([N+:9]([O-:11])=[O:10])[N:8]=1. The catalyst is CN(C=O)C. The product is [CH3:18][O:17][CH2:16][O:15][CH2:14][C@:13]1([CH3:19])[O:20][C:4]2=[N:8][C:7]([N+:9]([O-:11])=[O:10])=[CH:6][N:5]2[CH2:12]1. The yield is 0.590. (2) The reactants are O[Li].O.O.[C:5]([O:9][C:10]([N:12]([CH3:47])[C@@H:13]([CH3:46])[C:14]([NH:16][C@H:17]1[CH2:23][O:22][C:21]2[C:24]([C:28]([O:30]C)=[O:29])=[CH:25][CH:26]=[CH:27][C:20]=2[N:19]([CH2:32][C:33]2[C:42]3[C:37](=[CH:38][CH:39]=[CH:40][CH:41]=3)[CH:36]=[CH:35][C:34]=2[O:43][CH3:44])[C:18]1=[O:45])=[O:15])=[O:11])([CH3:8])([CH3:7])[CH3:6]. The catalyst is CO. The product is [C:5]([O:9][C:10]([N:12]([CH3:47])[C@@H:13]([CH3:46])[C:14]([NH:16][C@H:17]1[CH2:23][O:22][C:21]2[C:24]([C:28]([OH:30])=[O:29])=[CH:25][CH:26]=[CH:27][C:20]=2[N:19]([CH2:32][C:33]2[C:42]3[C:37](=[CH:38][CH:39]=[CH:40][CH:41]=3)[CH:36]=[CH:35][C:34]=2[O:43][CH3:44])[C:18]1=[O:45])=[O:15])=[O:11])([CH3:8])([CH3:7])[CH3:6]. The yield is 0.370.